Dataset: Experimentally validated miRNA-target interactions with 360,000+ pairs, plus equal number of negative samples. Task: Binary Classification. Given a miRNA mature sequence and a target amino acid sequence, predict their likelihood of interaction. (1) The miRNA is hsa-miR-3140-5p with sequence ACCUGAAUUACCAAAAGCUUU. Result: 0 (no interaction). The protein sequence of the target gene is MRTQVYEGLCKNYFSLAVLQRDRIKLLFFDILVFLSVFLLFLLFLVDIMANNTTSLGSPWPENFWEDLIMSFTVSMAIGLVLGGFIWAVFICLSRRRRASAPISQWSSSRRSRSSYTHGLNRTGFYRHSGCERRSNLSLASLTFQRQASLEQANSFPRKSSFRASTFHPFLQCPPLPVETESQLVTLPSSNISPTISTSHSLSRPDYWSSNSLRVGLSTPPPPAYESIIKAFPDS. (2) The miRNA is mmu-miR-669l-5p with sequence AGUUGUGUGUGCAUGUAUAUGU. The protein sequence of the target gene is MGLLTILKKMKQKERELRLLMLGLDNAGKTTILKKFNGEDVDTISPTLGFNIKTLEHRGFKLNIWDVGGQKSLRSYWRNYFESTDGLIWVVDSADRQRMQDCQRELQSLLVEERLAGATLLIFANKQDLPGALSCNAIQEALELDSIRSHHWRIQGCSAVTGEDLLPGIDWLLDDISSRVFTAD. Result: 0 (no interaction). (3) The miRNA is hsa-miR-6825-5p with sequence UGGGGAGGUGUGGAGUCAGCAU. The protein sequence of the target gene is MSAAVACVDYFAADVLMAISSGAVVHRGRPGPEGAGPAAGLDVRAARREAASPGTPGPPPPPPAASGPGPGAAAAPHLLAASILADLRGGPGAAPGGASPASSSSAASSPSSGRAPGAAPSAAAKSHRCPFPDCAKAYYKSSHLKSHLRTHTGERPFACDWQGCDKKFARSDELARHHRTHTGEKRFSCPLCSKRFTRSDHLAKHARRHPGFHPDLLRRPGARSTSPSDSLPCSLAGSPAPSPAPSPAPAGL. Result: 1 (interaction). (4) The miRNA is hsa-miR-4487 with sequence AGAGCUGGCUGAAGGGCAG. The protein sequence of the target gene is MGTRASSITALASCSRTAGQVGATMVAGSLLLLGFLSTITAQPEQKTLSLPGTYRHVDRTTGQVLTCDKCPAGTYVSEHCTNMSLRVCSSCPAGTFTRHENGIERCHDCSQPCPWPMIERLPCAALTDRECICPPGMYQSNGTCAPHTVCPVGWGVRKKGTENEDVRCKQCARGTFSDVPSSVMKCKAHTDCLGQNLEVVKPGTKETDNVCGMRLFFSSTNPPSSGTVTFSHPEHMESHDVPSSTYEPQGMNSTDSNSTASVRTKVPSGIEEGTVPDNTSSTSGKEGTNRTLPNPPQVTH.... Result: 0 (no interaction). (5) The miRNA is hsa-miR-2116-5p with sequence GGUUCUUAGCAUAGGAGGUCU. The protein sequence of the target gene is MKLWDVVAVCLVLLHTASAFPLPAGKRPPEAPAEDRSLGRRRAPFALSSDSNMPEDYPDQFDDVMDFIQATIKRLKRSPDKQMAVLPRRERNRQAAAANPENSRGKGRRGQRGKNRGCVLTAIHLNVTDLGLGYETKEELIFRYCSGSCDAAETTYDKILKNLSRNRRLVSDKVGQACCRPIAFDDDLSFLDDNLVYHILRKHSAKRCGCI. Result: 1 (interaction). (6) The miRNA is mmu-miR-330-5p with sequence UCUCUGGGCCUGUGUCUUAGGC. The protein sequence of the target gene is MGKTVASLGQGTRPDPVRSFNRWKKKHSHRQHQKKERRKQLKKPEWQVEREGISRLMQNYEKINVNEITRFSDFPLSKKTLKGLQEAQYRLVTEIQKQTIGLALQGKDVLGAAKTGSGKTLAFLVPVLEALYRLQWTSTDGLGVLIISPTRELAYQTFEVLRKVGKNHDFSAGLIIGGKDLKHEAERINNINILVCTPGRLLQHMDETICFHATNLQMLVLDEADRILDMGFADTMNAIIENLPKKRQTLLFSATQTKSVKDLARLSLKDPEYVWVHEKAKYSTPATLEQNYIICELHQK.... Result: 0 (no interaction). (7) The miRNA is hsa-miR-548j-5p with sequence AAAAGUAAUUGCGGUCUUUGGU. The protein sequence of the target gene is MSRQTTSVGSSCLDLWREKNDRLVRQAKVAQNSGLTLRRQQLAQDALEGLRGLLHSLQGLPAAVPVLPLELTVTCNFIILRASLAQGFTEDQAQDIQRSLERVLETQEQQGPRLEQGLRELWDSVLRASCLLPELLSALHRLVGLQAALWLSADRLGDLALLLETLNGSQSGASKDLLLLLKTWSPPAEELDAPLTLQDAQGLKDVLLTAFAYRQGLQELITGNPDKALSSLHEAASGLCPRPVLVQVYTALGSCHRKMGNPQRALLYLVAALKEGSAWGPPLLEASRLYQQLGDTTAEL.... Result: 0 (no interaction). (8) The miRNA is hsa-miR-5584-3p with sequence UAGUUCUUCCCUUUGCCCAAUU. The protein sequence of the target gene is METETKTLPLENASILSEGSLQEGHRLWIGNLDPKITEYHLLKLLQKFGKVKQFDFLFHKSGALEGQPRGYCFVNFETKQEAEQAIQCLNGKLALSKKLVVRWAHAQVKRYDHNKNDKILPISLEPSSSTEPAQSNLSVTAKIKAIEAKLKMMAENPDAEYPAAPVYSYFKPPDKKRTTPYSRTAWKSRR. Result: 0 (no interaction). (9) The miRNA is hsa-miR-6132 with sequence AGCAGGGCUGGGGAUUGCA. The protein sequence of the target gene is MAAFAVEPQGPALGSEPMMLGSPTSPKPGVNAQFLPGFLMGDLPAPVTPQPRSISGPSVGVMEMRSPLLAGGSPPQPVVPAHKDKSGAPPVRSIYDDISSPGLGSTPLTSRRQPNISVMQSPLVGVTSTPGTGQSMFSPASIGQPRKTTLSPAQLDPFYTQGDSLTSEDHLDDSWVTVFGFPQASASYILLQFAQYGNILKHVMSNTGNWMHIRYQSKLQARKALSKDGRIFGESIMIGVKPCIDKSVMESSDRCALSSPSLAFTPPIKTLGTPTQPGSTPRISTMRPLATAYKASTSDY.... Result: 1 (interaction).